From a dataset of Reaction yield outcomes from USPTO patents with 853,638 reactions. Predict the reaction yield, written as a fraction of the theoretical maximum amount of product (1.0 means a 100% yield; for example, 0.34 means a 34% yield). (1) The reactants are [O:1]=[C:2]1[N:11]([CH2:12][CH:13]2[CH2:18][CH2:17][N:16]([C:19]([O:21][C:22]([CH3:25])([CH3:24])[CH3:23])=[O:20])[CH2:15][CH2:14]2)[CH2:10][C:9]2[C:4](=[CH:5][CH:6]=[CH:7][CH:8]=2)[NH:3]1.I[C:27]1[CH:32]=[CH:31][N:30]=[C:29]([C:33]#[N:34])[CH:28]=1. No catalyst specified. The product is [C:33]([C:29]1[CH:28]=[C:27]([N:3]2[C:4]3[C:9](=[CH:8][CH:7]=[CH:6][CH:5]=3)[CH2:10][N:11]([CH2:12][CH:13]3[CH2:14][CH2:15][N:16]([C:19]([O:21][C:22]([CH3:25])([CH3:24])[CH3:23])=[O:20])[CH2:17][CH2:18]3)[C:2]2=[O:1])[CH:32]=[CH:31][N:30]=1)#[N:34]. The yield is 0.740. (2) The reactants are [I:1][C:2]1[C:6]([C:7]([O:9][CH2:10][CH3:11])=[O:8])=[CH:5][NH:4][N:3]=1.[CH3:12][C:13]1C=C[C:16](S(O)(=O)=O)=[CH:17][CH:18]=1.C1C[O:26]CC1. No catalyst specified. The product is [I:1][C:2]1[C:6]([C:7]([O:9][CH2:10][CH3:11])=[O:8])=[CH:5][N:4]([CH:16]2[CH2:17][CH2:18][CH2:13][CH2:12][O:26]2)[N:3]=1. The yield is 0.980. (3) The reactants are [F:1][C:2]1[CH:3]=[C:4]2[C:8](=[CH:9][CH:10]=1)[NH:7][C:6](=[O:11])[C:5]2=[C:12]1[C:20]2[C:15](=[N:16][C:17]([CH:21]=[CH2:22])=[CH:18][CH:19]=2)[CH2:14][O:13]1.[OH:23][CH:24]1[CH2:29][CH2:28][NH:27][CH2:26][CH2:25]1. The catalyst is O1CCOCC1.CC(O)=O. The product is [F:1][C:2]1[CH:3]=[C:4]2[C:8](=[CH:9][CH:10]=1)[NH:7][C:6](=[O:11])[C:5]2=[C:12]1[C:20]2[C:15](=[N:16][C:17]([CH2:21][CH2:22][N:27]3[CH2:28][CH2:29][CH:24]([OH:23])[CH2:25][CH2:26]3)=[CH:18][CH:19]=2)[CH2:14][O:13]1. The yield is 0.850.